This data is from Reaction yield outcomes from USPTO patents with 853,638 reactions. The task is: Predict the reaction yield, written as a fraction of the theoretical maximum amount of product (1.0 means a 100% yield; for example, 0.34 means a 34% yield). (1) The reactants are Cl.[NH2:2][C:3]([NH2:5])=[NH:4].[F:6][C:7]1[CH:26]=[CH:25][C:10]([C:11]([NH:13][CH:14]([C:20](OCC)=[O:21])[C:15](OCC)=[O:16])=[O:12])=[CH:9][CH:8]=1.[Na]. The catalyst is C(O)C. The product is [NH2:4][C:3]1[N:5]=[C:15]([OH:16])[C:14]([NH:13][C:11](=[O:12])[C:10]2[CH:25]=[CH:26][C:7]([F:6])=[CH:8][CH:9]=2)=[C:20]([OH:21])[N:2]=1. The yield is 0.530. (2) The product is [CH:22]([C:2]1[CH:3]=[C:4]([CH:12]=[C:13]([C:15]([F:18])([F:17])[F:16])[CH:14]=1)[C:5]([O:7][C:8]([CH3:11])([CH3:10])[CH3:9])=[O:6])=[O:23]. The reactants are Br[C:2]1[CH:3]=[C:4]([CH:12]=[C:13]([C:15]([F:18])([F:17])[F:16])[CH:14]=1)[C:5]([O:7][C:8]([CH3:11])([CH3:10])[CH3:9])=[O:6].CN([CH:22]=[O:23])C.CCOC(C)=O.CCCCCC.CCOCC. The yield is 0.687. The catalyst is C1COCC1.Cl. (3) The reactants are [NH:1]1[C:5]2[CH:6]=[CH:7][CH:8]=[CH:9][C:4]=2[N:3]=[C:2]1[CH2:10][N:11]([CH:21]1[C:30]2[N:29]=[CH:28][CH:27]=[CH:26][C:25]=2[CH2:24][CH2:23][CH2:22]1)[CH2:12][C:13]1[CH:18]=[CH:17][C:16]([CH2:19][NH2:20])=[CH:15][CH:14]=1.C(OC([N:38]1[CH2:45][CH2:44][CH2:43][C@H:39]1[C:40](O)=[O:41])=O)(C)(C)C.C(N(CC)C(C)C)(C)C.O.ON1C2C=CC=CC=2N=N1.Cl.CN(C)CCCN=C=NCC. The catalyst is C(Cl)Cl.C(=O)(O)[O-].[Na+]. The product is [NH:1]1[C:5]2[CH:6]=[CH:7][CH:8]=[CH:9][C:4]=2[N:3]=[C:2]1[CH2:10][N:11]([CH2:12][C:13]1[CH:14]=[CH:15][C:16]([CH2:19][NH:20][C:40]([C@@H:39]2[CH2:43][CH2:44][CH2:45][NH:38]2)=[O:41])=[CH:17][CH:18]=1)[CH:21]1[C:30]2[N:29]=[CH:28][CH:27]=[CH:26][C:25]=2[CH2:24][CH2:23][CH2:22]1. The yield is 0.850. (4) The reactants are [F:1][C:2]1[CH:42]=[C:41]([N+:43]([O-])=O)[CH:40]=[CH:39][C:3]=1[O:4][C:5]1[CH:10]=[CH:9][N:8]=[C:7]2[CH:11]=[C:12]([C:14]3[CH:38]=[CH:37][C:17]([CH2:18][N:19]([CH2:27][CH2:28][O:29][CH2:30][CH2:31][O:32][CH2:33][CH2:34][O:35][CH3:36])[C:20](=[O:26])[O:21][C:22]([CH3:25])([CH3:24])[CH3:23])=[CH:16][CH:15]=3)[S:13][C:6]=12.[Cl-].[NH4+]. The catalyst is CO.O.[Fe]. The product is [NH2:43][C:41]1[CH:40]=[CH:39][C:3]([O:4][C:5]2[CH:10]=[CH:9][N:8]=[C:7]3[CH:11]=[C:12]([C:14]4[CH:38]=[CH:37][C:17]([CH2:18][N:19]([CH2:27][CH2:28][O:29][CH2:30][CH2:31][O:32][CH2:33][CH2:34][O:35][CH3:36])[C:20](=[O:26])[O:21][C:22]([CH3:25])([CH3:23])[CH3:24])=[CH:16][CH:15]=4)[S:13][C:6]=23)=[C:2]([F:1])[CH:42]=1. The yield is 0.880. (5) The reactants are [OH-].[Li+].[CH:3]1([C@H:8]([NH:13][C:14]([C:16]2[CH:21]=[CH:20][C:19]([C:22]3[CH:27]=[CH:26][C:25]([O:28][CH3:29])=[CH:24][CH:23]=3)=[CH:18][C:17]=2[NH:30][C:31]([NH:33][C:34]2[C:39]([CH3:40])=[CH:38][C:37]([CH3:41])=[CH:36][C:35]=2[CH3:42])=[O:32])=[O:15])[C:9]([O:11]C)=[O:10])[CH2:7][CH2:6][CH2:5][CH2:4]1.CO.Cl. The catalyst is C1COCC1.O. The product is [CH:3]1([C@H:8]([NH:13][C:14]([C:16]2[CH:21]=[CH:20][C:19]([C:22]3[CH:27]=[CH:26][C:25]([O:28][CH3:29])=[CH:24][CH:23]=3)=[CH:18][C:17]=2[NH:30][C:31]([NH:33][C:34]2[C:35]([CH3:42])=[CH:36][C:37]([CH3:41])=[CH:38][C:39]=2[CH3:40])=[O:32])=[O:15])[C:9]([OH:11])=[O:10])[CH2:7][CH2:6][CH2:5][CH2:4]1. The yield is 0.590.